Dataset: Catalyst prediction with 721,799 reactions and 888 catalyst types from USPTO. Task: Predict which catalyst facilitates the given reaction. (1) Reactant: [C:1]([O:5][C:6](=[O:12])[NH:7][CH2:8][CH2:9][CH2:10][OH:11])([CH3:4])([CH3:3])[CH3:2].CC(OI1(OC(C)=O)(OC(C)=O)OC(=O)C2C=CC=CC1=2)=O. Product: [C:1]([O:5][C:6](=[O:12])[NH:7][CH2:8][CH2:9][CH:10]=[O:11])([CH3:4])([CH3:2])[CH3:3]. The catalyst class is: 158. (2) The catalyst class is: 487. Product: [CH3:9][O:8][C:5]1[CH:6]=[CH:7][C:2]([CH:11]2[CH2:12][CH2:13][CH2:14][CH2:15][C:10]2=[O:16])=[CH:3][CH:4]=1. Reactant: Br[C:2]1[CH:7]=[CH:6][C:5]([O:8][CH3:9])=[CH:4][CH:3]=1.[C:10]1(=[O:16])[CH2:15][CH2:14][CH2:13][CH2:12][CH2:11]1.CC(C)([O-])C.[Na+].Cl.